Dataset: Full USPTO retrosynthesis dataset with 1.9M reactions from patents (1976-2016). Task: Predict the reactants needed to synthesize the given product. (1) Given the product [NH:21]1[C:20]2[CH:24]=[CH:25][C:17]([C:15]([N:7]3[C@H:6]4[C@H:11]([C:12]5[CH:13]=[C:14]6[O:40][CH:39]=[N:1][C:2]6=[CH:3][C:4]=5[CH2:5]4)[CH2:10][CH2:9][CH2:8]3)=[O:16])=[CH:18][C:19]=2[N:23]=[CH:22]1, predict the reactants needed to synthesize it. The reactants are: [NH2:1][C:2]1[CH:14]=[CH:13][C:12]2[C@@H:11]3[C@@H:6]([N:7]([C:15]([C:17]4[CH:25]=[CH:24][C:20]5[NH:21][CH:22]=[N:23][C:19]=5[CH:18]=4)=[O:16])[CH2:8][CH2:9][CH2:10]3)[CH2:5][C:4]=2[C:3]=1O.O.C1(C)C=CC(S(O)(=O)=O)=CC=1.[CH:39](OCC)(OCC)[O:40]CC. (2) Given the product [OH:1][C@H:2]([CH3:20])[C@H:3]([NH:7][C:8](=[O:19])[CH2:9][N:10]1[CH2:13][C:12]2([CH2:17][CH2:16][CH2:15][N:14]2[C:37]([C:36]2[N:45]([CH3:49])[N:33]=[CH:34][N:35]=2)=[O:30])[C:11]1=[O:18])[C:4]([NH2:6])=[O:5], predict the reactants needed to synthesize it. The reactants are: [OH:1][C@H:2]([CH3:20])[C@H:3]([NH:7][C:8](=[O:19])[CH2:9][N:10]1[CH2:13][C:12]2([CH2:17][CH2:16][CH2:15][NH:14]2)[C:11]1=[O:18])[C:4]([NH2:6])=[O:5].C1C=CC2N([OH:30])N=NC=2C=1.CC[N:33]=[C:34]=[N:35][CH2:36][CH2:37]CN(C)C.Cl.CC[N:45]([CH:49](C)C)C(C)C. (3) Given the product [CH3:1][O:2][C:3]1[CH:4]=[C:5]([S:11]([N:14]2[CH2:19][CH2:18][CH2:17][CH:16]([N:20]([CH2:37][CH3:38])[S:21]([C:24]3[CH:29]=[CH:28][C:27]([O:30][CH3:31])=[C:26]([O:32][CH3:33])[CH:25]=3)(=[O:23])=[O:22])[CH2:15]2)(=[O:12])=[O:13])[CH:6]=[CH:7][C:8]=1[O:9][CH3:10], predict the reactants needed to synthesize it. The reactants are: [CH3:1][O:2][C:3]1[CH:4]=[C:5]([S:11]([N:14]2[CH2:19][CH2:18][CH2:17][CH:16]([NH:20][S:21]([C:24]3[CH:29]=[CH:28][C:27]([O:30][CH3:31])=[C:26]([O:32][CH3:33])[CH:25]=3)(=[O:23])=[O:22])[CH2:15]2)(=[O:13])=[O:12])[CH:6]=[CH:7][C:8]=1[O:9][CH3:10].Cl.Cl.N[CH:37]1CCCN[CH2:38]1.COC1C=C(S(Cl)(=O)=O)C=CC=1OC.CCN(C(C)C)C(C)C.